Dataset: Full USPTO retrosynthesis dataset with 1.9M reactions from patents (1976-2016). Task: Predict the reactants needed to synthesize the given product. (1) Given the product [C:16](/[C:15](=[C:6]1/[C:7]2[CH:14]=[CH:13][CH:12]=[CH:11][C:8]=2[O:9][CH2:10][C:4]2[CH:3]=[C:2]([C:30]([O:31][CH2:32][CH2:26][CH3:25])=[O:53])[CH:22]=[CH:21][C:5]/1=2)/[CH2:18][CH2:19][CH3:20])#[N:17].[C:38](/[C:37](=[C:28]1\[C:29]2[CH:36]=[CH:35][CH:34]=[CH:33][C:30]=2[O:31][CH2:32][C:26]2[CH:25]=[C:24]([C:52]([O:53][CH2:54][CH2:48][CH3:47])=[O:75])[CH:44]=[CH:43][C:27]\1=2)/[CH2:40][CH2:41][CH3:42])#[N:39], predict the reactants needed to synthesize it. The reactants are: Br[C:2]1[CH:22]=[CH:21][C:5]2/[C:6](=[C:15](/[CH2:18][CH2:19][CH3:20])\[C:16]#[N:17])/[C:7]3[CH:14]=[CH:13][CH:12]=[CH:11][C:8]=3[O:9][CH2:10][C:4]=2[CH:3]=1.Br[C:24]1[CH:44]=[CH:43][C:27]2/[C:28](=[C:37](\[CH2:40][CH2:41][CH3:42])/[C:38]#[N:39])/[C:29]3[CH:36]=[CH:35][CH:34]=[CH:33][C:30]=3[O:31][CH2:32][C:26]=2[CH:25]=1.BrC1C=CC2/C(=C3\C(CC#N)C\3)/C3C=CC=C[C:52]=3[O:53][CH2:54][C:48]=2[CH:47]=1.BrC1C=CC2/C(=C3/C(CC#N)C/3)/C3C=CC=CC=3[O:75]CC=2C=1. (2) Given the product [Br:11][C:12]1[CH:13]=[C:14]2[C@@:25]3([N:30]=[C:29]([NH2:31])[CH2:28][O:27][CH2:26]3)[C:24]3[C:19](=[CH:20][CH:21]=[C:22]([C:7]4[C:2]([F:1])=[N:3][CH:4]=[CH:5][CH:6]=4)[CH:23]=3)[O:18][C:15]2=[N:16][CH:17]=1, predict the reactants needed to synthesize it. The reactants are: [F:1][C:2]1[C:7](B(O)O)=[CH:6][CH:5]=[CH:4][N:3]=1.[Br:11][C:12]1[CH:13]=[C:14]2[C@@:25]3([N:30]=[C:29]([NH2:31])[CH2:28][O:27][CH2:26]3)[C:24]3[C:19](=[CH:20][CH:21]=[C:22](I)[CH:23]=3)[O:18][C:15]2=[N:16][CH:17]=1.C(=O)([O-])[O-].[K+].[K+].O1CCOCC1. (3) Given the product [OH:16][C:12]([C:9]1[CH:8]=[CH:7][C:6]([N:1]2[CH:5]=[CH:4][N:3]=[CH:2]2)=[CH:11][CH:10]=1)=[CH:13][C:14]#[N:15].[Na:17], predict the reactants needed to synthesize it. The reactants are: [N:1]1([C:6]2[CH:11]=[CH:10][C:9]([C:12]3[O:16][N:15]=[CH:14][CH:13]=3)=[CH:8][CH:7]=2)[CH:5]=[CH:4][N:3]=[CH:2]1.[Na:17]. (4) Given the product [ClH:7].[NH2:35][CH2:34][C@H:31]1[CH2:32][CH2:33][C@H:28]([CH2:27][NH:26][C:24]([C:22]2[C:21]3[C:16](=[CH:17][CH:18]=[CH:19][CH:20]=3)[N:15]=[C:14]([C:11]3[CH:10]=[CH:9][N:8]=[CH:13][CH:12]=3)[CH:23]=2)=[O:25])[CH2:29][CH2:30]1, predict the reactants needed to synthesize it. The reactants are: CCOC(C)=O.[ClH:7].[N:8]1[CH:13]=[CH:12][C:11]([C:14]2[CH:23]=[C:22]([C:24]([NH:26][CH2:27][C@H:28]3[CH2:33][CH2:32][C@H:31]([CH2:34][NH:35]C(=O)OC(C)(C)C)[CH2:30][CH2:29]3)=[O:25])[C:21]3[C:16](=[CH:17][CH:18]=[CH:19][CH:20]=3)[N:15]=2)=[CH:10][CH:9]=1.